Dataset: Full USPTO retrosynthesis dataset with 1.9M reactions from patents (1976-2016). Task: Predict the reactants needed to synthesize the given product. (1) The reactants are: [Cl:1][C:2]1[CH:7]=[CH:6][C:5]([C@@H:8]2[C@@H:13]([C@@H:14]([O:16][C:17]3[CH:22]=[CH:21][C:20]([Cl:23])=[C:19](Cl)[CH:18]=3)[CH3:15])[CH2:12][CH2:11][N:10]([C:25]([CH:27]3[CH2:32][CH2:31][N:30]([C:33]4[CH:38]=[CH:37][C:36]([C:39]#[N:40])=[CH:35][N:34]=4)[CH2:29][CH2:28]3)=[O:26])[CH2:9]2)=[CH:4][CH:3]=1.N1CCCCC1.C(N1CC[C@H]([C@H]([OH:62])C)[C@@H](C2C=CC(Cl)=CC=2)C1)C1C=CC=CC=1.ClC1C=CC(O)=CC=1[F:78].ClC(OC(Cl)=O)C.CCN(C(C)C)C(C)C. Given the product [C:39]([C:36]1[CH:37]=[CH:38][C:33]([N:30]2[CH2:31][CH2:32][CH:27]([C:25]([OH:26])=[O:62])[CH2:28][CH2:29]2)=[N:34][CH:35]=1)#[N:40].[Cl:23][C:20]1[CH:21]=[CH:22][C:17]([O:16][C@H:14]([C@H:13]2[CH2:12][CH2:11][N:10]([C:25]([CH:27]3[CH2:32][CH2:31][N:30]([C:33]4[CH:38]=[CH:37][C:36]([C:39]#[N:40])=[CH:35][N:34]=4)[CH2:29][CH2:28]3)=[O:26])[CH2:9][C@@H:8]2[C:5]2[CH:6]=[CH:7][C:2]([Cl:1])=[CH:3][CH:4]=2)[CH3:15])=[CH:18][C:19]=1[F:78], predict the reactants needed to synthesize it. (2) Given the product [Br:29][C:26]1[CH:27]=[CH:28][C:23]([NH:22][C:17](=[O:18])[C:16]2[CH:20]=[CH:21][C:13]([S:10]([N:1]3[C:9]4[C:4](=[CH:5][CH:6]=[CH:7][CH:8]=4)[CH2:3][CH2:2]3)(=[O:12])=[O:11])=[CH:14][CH:15]=2)=[C:24]([C:30]2[NH:34][C:33](=[O:35])[O:32][N:31]=2)[CH:25]=1, predict the reactants needed to synthesize it. The reactants are: [N:1]1([S:10]([C:13]2[CH:21]=[CH:20][C:16]([C:17](Cl)=[O:18])=[CH:15][CH:14]=2)(=[O:12])=[O:11])[C:9]2[C:4](=[CH:5][CH:6]=[CH:7][CH:8]=2)[CH2:3][CH2:2]1.[NH2:22][C:23]1[CH:28]=[CH:27][C:26]([Br:29])=[CH:25][C:24]=1[C:30]1[NH:34][C:33](=[O:35])[O:32][N:31]=1. (3) The reactants are: [F:1][C:2]1[CH:3]=[C:4]2[CH:19]=[C:17]([CH:18]=1)[C:16]1[N:15]([CH3:20])[N:14]=[CH:13][C:12]=1[NH:11][C:10](=[O:21])[C@H:9]([CH3:22])[CH:8]=[CH:7][CH2:6][C@@H:5]2[NH:23]C(=O)OC(C)(C)C. Given the product [NH2:23][C@@H:5]1[C:4]2[CH:19]=[C:17]([CH:18]=[C:2]([F:1])[CH:3]=2)[C:16]2[N:15]([CH3:20])[N:14]=[CH:13][C:12]=2[NH:11][C:10](=[O:21])[C@H:9]([CH3:22])[CH2:8][CH2:7][CH2:6]1, predict the reactants needed to synthesize it. (4) Given the product [C:55]([O:59][C:60]([N:62]([CH3:68])[C@@H:63]([CH3:67])[C:64]([NH:25][CH2:26][C:27](=[C:29]1[CH2:34][CH2:33][CH2:32][N:31]([C:35]2[C:44]([O:45][CH3:46])=[C:43]3[C:38]([C:39](=[O:53])[C:40]([C:50]([OH:52])=[O:51])=[CH:41][N:42]3[CH:47]3[CH2:49][CH2:48]3)=[CH:37][C:36]=2[F:54])[CH2:30]1)[F:28])=[O:65])=[O:61])([CH3:58])([CH3:57])[CH3:56], predict the reactants needed to synthesize it. The reactants are: CN(C(ON1N=NC2C=CC=NC1=2)=[N+](C)C)C.F[P-](F)(F)(F)(F)F.[NH2:25][CH2:26][C:27](=[C:29]1[CH2:34][CH2:33][CH2:32][N:31]([C:35]2[C:44]([O:45][CH3:46])=[C:43]3[C:38]([C:39](=[O:53])[C:40]([C:50]([OH:52])=[O:51])=[CH:41][N:42]3[CH:47]3[CH2:49][CH2:48]3)=[CH:37][C:36]=2[F:54])[CH2:30]1)[F:28].[C:55]([O:59][C:60]([N:62]([CH3:68])[C@@H:63]([CH3:67])[C:64](O)=[O:65])=[O:61])([CH3:58])([CH3:57])[CH3:56].CCN(CC)CC. (5) The reactants are: Cl.[CH3:2][C:3]1[C:11]2[NH:10][C:9]3[CH2:12][CH2:13][NH:14][CH2:15][C:8]=3[C:7]=2[CH:6]=[CH:5][CH:4]=1.[SiH](CC)(CC)CC. Given the product [CH3:2][C:3]1[C:11]2[NH:10][C@@H:9]3[CH2:12][CH2:13][NH:14][CH2:15][C@@H:8]3[C:7]=2[CH:6]=[CH:5][CH:4]=1, predict the reactants needed to synthesize it.